Dataset: Forward reaction prediction with 1.9M reactions from USPTO patents (1976-2016). Task: Predict the product of the given reaction. (1) Given the reactants C1(P(C2C=CC=CC=2)C2C=CC3C(=CC=CC=3)C=2C2C3C(=CC=CC=3)C=CC=2P(C2C=CC=CC=2)C2C=CC=CC=2)C=CC=CC=1.CC(C)([O-])C.[Na+].[CH3:53][N:54]1[C:62]2[C:57](=[CH:58][CH:59]=[CH:60][CH:61]=2)[C:56]([C:63](=[O:65])[CH3:64])=[CH:55]1.Br[C:67]1[CH:68]=[N:69][CH:70]=[CH:71][CH:72]=1, predict the reaction product. The product is: [CH3:53][N:54]1[C:62]2[C:57](=[CH:58][CH:59]=[CH:60][CH:61]=2)[C:56]([C:63](=[O:65])[CH2:64][C:67]2[CH:68]=[N:69][CH:70]=[CH:71][CH:72]=2)=[CH:55]1. (2) Given the reactants [Cl:1][C:2]1[CH:3]=[CH:4][C:5]2[N:11]3[CH:12]=[CH:13][CH:14]=[C:10]3[C@@H:9]([CH2:15][C:16]([N:18]3[CH2:23][CH2:22][CH:21]([CH2:24][C:25]([O:27]CC)=[O:26])[CH2:20][CH2:19]3)=[O:17])[O:8][C@H:7]([C:30](=[O:39])[C:31]3[CH:36]=[CH:35][CH:34]=[C:33]([Cl:37])[C:32]=3[Cl:38])[C:6]=2[CH:40]=1.O1CCCC1.C(=O)([O-])[O-].[K+].[K+].C(O)(=O)CC(CC(O)=O)(C(O)=O)O, predict the reaction product. The product is: [Cl:1][C:2]1[CH:3]=[CH:4][C:5]2[N:11]3[CH:12]=[CH:13][CH:14]=[C:10]3[C@@H:9]([CH2:15][C:16]([N:18]3[CH2:19][CH2:20][CH:21]([CH2:24][C:25]([OH:27])=[O:26])[CH2:22][CH2:23]3)=[O:17])[O:8][C@H:7]([C:30](=[O:39])[C:31]3[CH:36]=[CH:35][CH:34]=[C:33]([Cl:37])[C:32]=3[Cl:38])[C:6]=2[CH:40]=1. (3) Given the reactants [F:1][C:2]1[CH:3]=[C:4]([C@H:9]2[N:14]([CH2:15][C:16]([O:18]CC)=[O:17])[C:13](=[O:21])[C:12]([CH3:23])([CH3:22])[C@@H:11]([OH:24])[CH2:10]2)[CH:5]=[C:6]([F:8])[CH:7]=1.Cl, predict the reaction product. The product is: [F:1][C:2]1[CH:3]=[C:4]([C@H:9]2[N:14]([CH2:15][C:16]([OH:18])=[O:17])[C:13](=[O:21])[C:12]([CH3:22])([CH3:23])[C@@H:11]([OH:24])[CH2:10]2)[CH:5]=[C:6]([F:8])[CH:7]=1. (4) Given the reactants [NH2:1][C:2]1[N:7]=[CH:6][C:5](/[CH:8]=[CH:9]/[C:10]([O:12]C(C)(C)C)=[O:11])=[CH:4][CH:3]=1.FC(F)(F)C(O)=O.[ClH:24], predict the reaction product. The product is: [ClH:24].[NH2:1][C:2]1[N:7]=[CH:6][C:5](/[CH:8]=[CH:9]/[C:10]([OH:12])=[O:11])=[CH:4][CH:3]=1.